This data is from Forward reaction prediction with 1.9M reactions from USPTO patents (1976-2016). The task is: Predict the product of the given reaction. (1) Given the reactants [NH:1]1[C:5]([CH:6]2[CH2:11][CH2:10][N:9](C(OC(C)(C)C)=O)[CH2:8][CH2:7]2)=[N:4][N:3]=[N:2]1, predict the reaction product. The product is: [NH:4]1[C:5]([CH:6]2[CH2:11][CH2:10][NH:9][CH2:8][CH2:7]2)=[N:1][N:2]=[N:3]1. (2) Given the reactants C1CCC(NCCCS(O)(=O)=O)CC1.CCN(C1C=CC([C:35]([C:56]2[CH:61]=[CH:60][C:59]([NH:62]C3C=CC(OCC)=CC=3)=[CH:58][CH:57]=2)=[C:36]2C=CC(=[N+](CC3C=CC=C(S([O-])(=O)=O)C=3)CC)C=C2)=CC=1)CC1C=CC=C(S([O-])(=O)=O)C=1.[Na+].C1C=CC(NC2C=CC(N=NC3C=C(S(O)(=O)=O)C=C4C=C(S(O)(=O)=O)C=[C:101]([OH:102])C=34)=C3C=CC=C(S(O)(=O)=O)C=23)=CC=1.CCCCCCCCCCCC[O:127]S([O-])(=O)=O.[Na+].[CH3:133][OH:134], predict the reaction product. The product is: [OH:134][C:133]1[CH:36]=[CH:35][C:56]([CH:57]=[C:58]([C:59]#[N:62])[C:101]([OH:102])=[O:127])=[CH:61][CH:60]=1. (3) Given the reactants [OH-].[K+].C([O:5][C:6]([C:8]1[C:12]([CH3:13])=[CH:11][S:10][C:9]=1[NH:14][CH:15]=[C:16]([C:22]([O:24][CH2:25][CH3:26])=[O:23])[C:17]([O:19][CH2:20][CH3:21])=[O:18])=[O:7])C.Cl, predict the reaction product. The product is: [CH2:20]([O:19][C:17](=[O:18])[C:16]([C:22]([O:24][CH2:25][CH3:26])=[O:23])=[CH:15][NH:14][C:9]1[S:10][CH:11]=[C:12]([CH3:13])[C:8]=1[C:6]([OH:7])=[O:5])[CH3:21].